From a dataset of Forward reaction prediction with 1.9M reactions from USPTO patents (1976-2016). Predict the product of the given reaction. Given the reactants Br[C:2]1[CH:3]=[CH:4][C:5]2[NH:6][C:7]3[C:12]([C:13]=2[CH:14]=1)=[CH:11][CH:10]=[CH:9][CH:8]=3.[CH:15]1[C:23]2[C:22]3[CH:24]=[CH:25][CH:26]=[CH:27][C:21]=3[S:20][C:19]=2[C:18](B(O)O)=[CH:17][CH:16]=1.C1(C)C=CC=CC=1P(C1C=CC=CC=1C)C1C=CC=CC=1C.C(=O)([O-])[O-].[K+].[K+], predict the reaction product. The product is: [CH:15]1[C:23]2[C:22]3[CH:24]=[CH:25][CH:26]=[CH:27][C:21]=3[S:20][C:19]=2[C:18]([C:2]2[CH:3]=[CH:4][C:5]3[NH:6][C:7]4[C:12]([C:13]=3[CH:14]=2)=[CH:11][CH:10]=[CH:9][CH:8]=4)=[CH:17][CH:16]=1.